From a dataset of Forward reaction prediction with 1.9M reactions from USPTO patents (1976-2016). Predict the product of the given reaction. (1) Given the reactants Br[C:2]1[CH:3]=[C:4]2[C:9](=[N:10][C:11]=1[CH:12]([O:15][CH3:16])[O:13][CH3:14])[NH:8][CH2:7][CH2:6][CH2:5]2.[NH:17]1[CH2:22][CH2:21][O:20][CH2:19][C:18]1=[O:23].[O-]P([O-])([O-])=O.[K+].[K+].[K+].[C@H]1(N)CCCC[C@@H]1N, predict the reaction product. The product is: [CH3:14][O:13][CH:12]([O:15][CH3:16])[C:11]1[C:2]([N:17]2[CH2:22][CH2:21][O:20][CH2:19][C:18]2=[O:23])=[CH:3][C:4]2[CH2:5][CH2:6][CH2:7][NH:8][C:9]=2[N:10]=1. (2) Given the reactants [C:1]1([C:15]2[CH:20]=[CH:19][CH:18]=[CH:17][CH:16]=2)[CH:6]=[CH:5][C:4]([C:7]([C@@H:9]2[NH:13][C:12](=[O:14])[CH2:11][CH2:10]2)=O)=[CH:3][CH:2]=1.S(=O)(=O)(O)O, predict the reaction product. The product is: [C:1]1([C:15]2[CH:16]=[CH:17][CH:18]=[CH:19][CH:20]=2)[CH:2]=[CH:3][C:4]([CH2:7][C@@H:9]2[NH:13][C:12](=[O:14])[CH2:11][CH2:10]2)=[CH:5][CH:6]=1. (3) Given the reactants [CH2:1]([N:3]1[C:7]2=[N:8][C:9]([CH3:22])=[C:10]([C:19]([OH:21])=O)[C:11]([NH:12][CH:13]3[CH2:18][CH2:17][O:16][CH2:15][CH2:14]3)=[C:6]2[CH:5]=[N:4]1)[CH3:2].C(Cl)CCl.C1C=CC2N(O)N=NC=2C=1.[C:37]([O:41][C:42]([CH3:45])([CH3:44])[CH3:43])(=[O:40])[NH:38][NH2:39], predict the reaction product. The product is: [CH2:1]([N:3]1[C:7]2=[N:8][C:9]([CH3:22])=[C:10]([C:19]([NH:39][NH:38][C:37]([O:41][C:42]([CH3:45])([CH3:44])[CH3:43])=[O:40])=[O:21])[C:11]([NH:12][CH:13]3[CH2:18][CH2:17][O:16][CH2:15][CH2:14]3)=[C:6]2[CH:5]=[N:4]1)[CH3:2]. (4) Given the reactants [CH2:1]([O:3][C:4]([C:6]1([C:9]2[CH:14]=[CH:13][C:12]([C:15]3[CH:20]=[CH:19][C:18]([C:21]4[S:22][C:23]([Cl:29])=[CH:24][C:25]=4C(=O)N)=[CH:17][C:16]=3[O:30][CH3:31])=[CH:11][CH:10]=2)[CH2:8][CH2:7]1)=[O:5])[CH3:2].[N:32]1[CH:37]=CC=CC=1.FC(F)(F)C(OI(C1C=CC=CC=1)OC(=O)C(F)(F)F)=[O:41].[F:59][C:60]1[CH:65]=[CH:64][C:63]([C@H:66]([OH:68])[CH3:67])=[CH:62][CH:61]=1, predict the reaction product. The product is: [CH2:1]([O:3][C:4]([C:6]1([C:9]2[CH:10]=[CH:11][C:12]([C:15]3[CH:20]=[CH:19][C:18]([C:21]4[S:22][C:23]([Cl:29])=[CH:24][C:25]=4[NH:32][C:37]([O:68][C@@H:66]([C:63]4[CH:64]=[CH:65][C:60]([F:59])=[CH:61][CH:62]=4)[CH3:67])=[O:41])=[CH:17][C:16]=3[O:30][CH3:31])=[CH:13][CH:14]=2)[CH2:8][CH2:7]1)=[O:5])[CH3:2]. (5) Given the reactants [NH2:1][C@H:2]1[CH2:7][CH2:6][N:5]([CH2:8][CH2:9][N:10]2[C:19]3[C:14](=[CH:15][CH:16]=[C:17]([O:20][CH3:21])[CH:18]=3)[N:13]=[CH:12][C:11]2=[O:22])[CH2:4][C@@H:3]1[O:23][CH3:24].[O:25]=[C:26]1[CH2:31][O:30][C:29]2[CH:32]=[CH:33][C:34]([CH:36]=O)=[N:35][C:28]=2[NH:27]1.C(O[BH-](OC(=O)C)OC(=O)C)(=O)C.[Na+], predict the reaction product. The product is: [CH3:24][O:23][C@@H:3]1[C@@H:2]([NH:1][CH2:36][C:34]2[CH:33]=[CH:32][C:29]3[O:30][CH2:31][C:26](=[O:25])[NH:27][C:28]=3[N:35]=2)[CH2:7][CH2:6][N:5]([CH2:8][CH2:9][N:10]2[C:19]3[C:14](=[CH:15][CH:16]=[C:17]([O:20][CH3:21])[CH:18]=3)[N:13]=[CH:12][C:11]2=[O:22])[CH2:4]1.